This data is from Full USPTO retrosynthesis dataset with 1.9M reactions from patents (1976-2016). The task is: Predict the reactants needed to synthesize the given product. Given the product [Cl:20][C:21]1[C:22]([CH2:29][NH:1][C:2]2[CH:3]=[CH:4][C:5]([F:19])=[C:6]([C@:8]3([CH3:18])[C:14]([F:15])([F:16])[CH2:13][O:12][CH2:11][C:10]([NH2:17])=[N:9]3)[CH:7]=2)=[N:23][N:24]([CH:26]([F:28])[F:27])[CH:25]=1, predict the reactants needed to synthesize it. The reactants are: [NH2:1][C:2]1[CH:3]=[CH:4][C:5]([F:19])=[C:6]([C@:8]2([CH3:18])[C:14]([F:16])([F:15])[CH2:13][O:12][CH2:11][C:10]([NH2:17])=[N:9]2)[CH:7]=1.[Cl:20][C:21]1[C:22]([CH:29]=O)=[N:23][N:24]([CH:26]([F:28])[F:27])[CH:25]=1.